Predict the reactants needed to synthesize the given product. From a dataset of Full USPTO retrosynthesis dataset with 1.9M reactions from patents (1976-2016). Given the product [O:11]=[C:4]1[C:5]2[CH:10]=[CH:9][CH:8]=[CH:7][C:6]=2[C:2](=[O:1])[N:3]1[CH2:12][CH2:13][CH2:14][S:15]([O:18][CH2:19][C:20]([CH3:34])([CH3:33])[C@@H:21]([O:25][CH2:26][C:27]1[CH:28]=[CH:29][CH:30]=[CH:31][CH:32]=1)[C:22]([O:24][CH2:35][CH3:36])=[O:23])(=[O:16])=[O:17], predict the reactants needed to synthesize it. The reactants are: [O:1]=[C:2]1[C:6]2[CH:7]=[CH:8][CH:9]=[CH:10][C:5]=2[C:4](=[O:11])[N:3]1[CH2:12][CH2:13][CH2:14][S:15]([O:18][CH2:19][C:20]([CH3:34])([CH3:33])[C@@H:21]([O:25][CH2:26][C:27]1[CH:32]=[CH:31][CH:30]=[CH:29][CH:28]=1)[C:22]([OH:24])=[O:23])(=[O:17])=[O:16].[C:35](Cl)(=O)[C:36](Cl)=O.C(O)C.N1C=CC=CC=1.